This data is from Full USPTO retrosynthesis dataset with 1.9M reactions from patents (1976-2016). The task is: Predict the reactants needed to synthesize the given product. (1) The reactants are: [CH3:1][C:2]1[C:9]([CH3:10])=[CH:8][CH:7]=[C:6]([N+:11]([O-])=O)[C:3]=1[C:4]#[N:5]. Given the product [NH2:11][C:6]1[C:3]([C:4]#[N:5])=[C:2]([CH3:1])[C:9]([CH3:10])=[CH:8][CH:7]=1, predict the reactants needed to synthesize it. (2) Given the product [Cl:1][C:2]1[CH:3]=[C:4]([NH:9][CH:10]([C:12]2[CH:13]=[C:14]([C:29]([N:32]3[CH2:37][CH2:36][CH:35]([OH:38])[CH2:34][CH2:33]3)=[O:30])[CH:15]=[C:16]3[C:21]=2[O:20][C:19]([N:22]2[CH2:23][CH2:24][O:25][CH2:26][CH2:27]2)=[CH:18][C:17]3=[O:28])[CH3:11])[CH:5]=[CH:6][C:7]=1[F:8], predict the reactants needed to synthesize it. The reactants are: [Cl:1][C:2]1[CH:3]=[C:4]([NH:9][CH:10]([C:12]2[CH:13]=[C:14]([C:29](O)=[O:30])[CH:15]=[C:16]3[C:21]=2[O:20][C:19]([N:22]2[CH2:27][CH2:26][O:25][CH2:24][CH2:23]2)=[CH:18][C:17]3=[O:28])[CH3:11])[CH:5]=[CH:6][C:7]=1[F:8].[NH:32]1[CH2:37][CH2:36][CH:35]([OH:38])[CH2:34][CH2:33]1.